This data is from Merck oncology drug combination screen with 23,052 pairs across 39 cell lines. The task is: Regression. Given two drug SMILES strings and cell line genomic features, predict the synergy score measuring deviation from expected non-interaction effect. (1) Drug 1: O=S1(=O)NC2(CN1CC(F)(F)F)C1CCC2Cc2cc(C=CCN3CCC(C(F)(F)F)CC3)ccc2C1. Drug 2: CCC1(O)C(=O)OCc2c1cc1n(c2=O)Cc2cc3c(CN(C)C)c(O)ccc3nc2-1. Cell line: COLO320DM. Synergy scores: synergy=20.4. (2) Drug 1: CS(=O)(=O)CCNCc1ccc(-c2ccc3ncnc(Nc4ccc(OCc5cccc(F)c5)c(Cl)c4)c3c2)o1. Drug 2: NC1(c2ccc(-c3nc4ccn5c(=O)[nH]nc5c4cc3-c3ccccc3)cc2)CCC1. Cell line: A2058. Synergy scores: synergy=33.9.